Dataset: Peptide-MHC class II binding affinity with 134,281 pairs from IEDB. Task: Regression. Given a peptide amino acid sequence and an MHC pseudo amino acid sequence, predict their binding affinity value. This is MHC class II binding data. The peptide sequence is KIDAAFKVAATAAAT. The MHC is HLA-DPA10201-DPB10501 with pseudo-sequence HLA-DPA10201-DPB10501. The binding affinity (normalized) is 0.306.